From a dataset of Forward reaction prediction with 1.9M reactions from USPTO patents (1976-2016). Predict the product of the given reaction. (1) Given the reactants Br[CH2:2][C:3]1[S:7][CH:6]=[N:5][C:4]=1[C:8]([O:10][CH3:11])=[O:9].[C:12]([N:19]1[CH2:22][CH:21]([NH2:23])[CH2:20]1)([O:14][C:15]([CH3:18])([CH3:17])[CH3:16])=[O:13].C([O-])([O-])=O.[K+].[K+], predict the reaction product. The product is: [C:15]([O:14][C:12]([N:19]1[CH2:22][CH:21]([NH:23][CH2:2][C:3]2[S:7][CH:6]=[N:5][C:4]=2[C:8]([O:10][CH3:11])=[O:9])[CH2:20]1)=[O:13])([CH3:18])([CH3:16])[CH3:17]. (2) Given the reactants [CH3:1][N:2]1[CH2:7][CH2:6][N:5]([C:8]2[C:13]3[CH2:14][C@H:15]([NH:18][C:19](=[O:42])[C:20]4[CH:25]=[CH:24][C:23]([N:26]5[CH2:31][CH2:30][N:29]([CH2:32][CH2:33][O:34]CC6C=CC=CC=6)[CH2:28][CH2:27]5)=[CH:22][CH:21]=4)[CH2:16][O:17][C:12]=3[CH:11]=[CH:10][CH:9]=2)[CH2:4][CH2:3]1, predict the reaction product. The product is: [CH3:1][N:2]1[CH2:3][CH2:4][N:5]([C:8]2[C:13]3[CH2:14][C@H:15]([NH:18][C:19](=[O:42])[C:20]4[CH:21]=[CH:22][C:23]([N:26]5[CH2:27][CH2:28][N:29]([CH2:32][CH2:33][OH:34])[CH2:30][CH2:31]5)=[CH:24][CH:25]=4)[CH2:16][O:17][C:12]=3[CH:11]=[CH:10][CH:9]=2)[CH2:6][CH2:7]1. (3) Given the reactants [Br:1][C:2]1[CH:3]=[C:4]2[N:15]=[C:14]([NH2:16])[S:13][C:5]2=[N:6][C:7]=1[O:8][CH2:9][CH2:10][O:11][CH3:12].O1CCCC1.C(N(CC)CC)C.[CH2:29]([N:31]=[C:32]=[O:33])[CH3:30], predict the reaction product. The product is: [Br:1][C:2]1[CH:3]=[C:4]2[N:15]=[C:14]([NH:16][C:32]([NH:31][CH2:29][CH3:30])=[O:33])[S:13][C:5]2=[N:6][C:7]=1[O:8][CH2:9][CH2:10][O:11][CH3:12].